Dataset: Forward reaction prediction with 1.9M reactions from USPTO patents (1976-2016). Task: Predict the product of the given reaction. (1) Given the reactants ClC1C=C(N[C:16]2[C:25]3[C:20](=[CH:21][C:22](F)=[CH:23][CH:24]=3)[N:19]=[CH:18][C:17]=2[C:27]#[N:28])C=CC=1SC1N(C)C=CN=1.[CH3:29][N:30]1[CH2:34][CH2:33][CH2:32][C:31]1=O, predict the reaction product. The product is: [N:30]1([CH:29]2[CH2:21][CH2:20][N:19]([C:22]3[CH:21]=[C:20]4[C:25]([CH:16]=[C:17]([C:27]#[N:28])[CH:18]=[N:19]4)=[CH:24][CH:23]=3)[CH2:18][CH2:17]2)[CH2:34][CH2:33][CH2:32][CH2:31]1. (2) Given the reactants [CH3:1][O:2][C:3](=[O:34])[CH2:4][C@H:5]1[C:9]2[CH:10]=[CH:11][C:12]([O:14][C@H:15]3[C:23]4[C:18](=[C:19]([O:25][C:26]5[CH:31]=[CH:30][C:29]([OH:32])=[CH:28][C:27]=5[F:33])[CH:20]=[CH:21][C:22]=4[F:24])[CH2:17][CH2:16]3)=[CH:13][C:8]=2[O:7][CH2:6]1.[O:35]1[CH2:40][CH2:39][CH:38](O)[CH2:37][CH2:36]1.FC1C=C(B(O)O)C=C(F)C=1C1C=NN(CC(O)(C)C)C=1, predict the reaction product. The product is: [CH3:1][O:2][C:3](=[O:34])[CH2:4][C@H:5]1[C:9]2[CH:10]=[CH:11][C:12]([O:14][C@H:15]3[C:23]4[C:18](=[C:19]([O:25][C:26]5[CH:31]=[CH:30][C:29]([O:32][CH:38]6[CH2:39][CH2:40][O:35][CH2:36][CH2:37]6)=[CH:28][C:27]=5[F:33])[CH:20]=[CH:21][C:22]=4[F:24])[CH2:17][CH2:16]3)=[CH:13][C:8]=2[O:7][CH2:6]1. (3) Given the reactants [Cl:1][C:2]1[CH:7]=[CH:6][C:5]([C@H:8]([NH:11][S@@](C(C)(C)C)=O)[CH2:9][CH3:10])=[C:4]([F:18])[C:3]=1[O:19][C:20]1[CH:25]=[CH:24][N:23]=[CH:22][CH:21]=1.Cl, predict the reaction product. The product is: [ClH:1].[Cl:1][C:2]1[CH:7]=[CH:6][C:5]([C@H:8]([NH2:11])[CH2:9][CH3:10])=[C:4]([F:18])[C:3]=1[O:19][C:20]1[CH:21]=[CH:22][N:23]=[CH:24][CH:25]=1. (4) Given the reactants [F:1][C:2]([F:34])([F:33])[C:3]([C:9]1[CH:32]=[CH:31][C:12]([CH2:13][N:14]2[CH2:19][CH2:18][N:17]([C:20]([C:22]3[CH:27]=[CH:26][CH:25]=[C:24]([N+:28]([O-])=O)[CH:23]=3)=[O:21])[CH2:16][CH2:15]2)=[CH:11][CH:10]=1)([OH:8])[C:4]([F:7])([F:6])[F:5].Cl.[CH3:36][CH:37](O)[CH3:38], predict the reaction product. The product is: [F:1][C:2]([F:34])([F:33])[C:3]([C:9]1[CH:32]=[CH:31][C:12]([CH2:13][N:14]2[CH2:19][CH2:18][N:17]([C:20]([C:22]3[CH:23]=[C:24]([NH:28][C:20]([NH:17][C:37]4[CH:38]=[CH:15][N:14]=[CH:13][CH:36]=4)=[O:21])[CH:25]=[CH:26][CH:27]=3)=[O:21])[CH2:16][CH2:15]2)=[CH:11][CH:10]=1)([OH:8])[C:4]([F:7])([F:6])[F:5]. (5) Given the reactants [Cl:1][C:2]1[CH:7]=[CH:6][C:5]([C@H:8]2[N:15]3[C:11]([S:12][C:13]([C:19]([N:21]4[C@H:28]([CH2:29][CH3:30])[CH2:27][CH2:26][C@H:22]4[C:23](O)=[O:24])=[O:20])=[C:14]3[CH:16]([CH3:18])[CH3:17])=[N:10][C@:9]2([C:32]2[CH:33]=[N:34][C:35]([Cl:38])=[CH:36][CH:37]=2)[CH3:31])=[CH:4][CH:3]=1.[C:39]([N:42]1[CH2:47][CH2:46][NH:45][CH2:44][C@H:43]1[CH3:48])(=[O:41])[CH3:40], predict the reaction product. The product is: [C:39]([N:42]1[CH2:47][CH2:46][N:45]([C:23]([C@@H:22]2[CH2:26][CH2:27][C@@H:28]([CH2:29][CH3:30])[N:21]2[C:19]([C:13]2[S:12][C:11]3=[N:10][C@:9]([C:32]4[CH:33]=[N:34][C:35]([Cl:38])=[CH:36][CH:37]=4)([CH3:31])[C@@H:8]([C:5]4[CH:4]=[CH:3][C:2]([Cl:1])=[CH:7][CH:6]=4)[N:15]3[C:14]=2[CH:16]([CH3:17])[CH3:18])=[O:20])=[O:24])[CH2:44][C@H:43]1[CH3:48])(=[O:41])[CH3:40]. (6) Given the reactants Cl[C:2]1[N:7]=[CH:6][C:5]([CH2:8][CH3:9])=[CH:4][N:3]=1.[CH3:10][C:11]1[C:15]([CH2:16][O:17][C:18]2[CH:23]=[CH:22][C:21]([S:24]([NH2:27])(=[O:26])=[O:25])=[CH:20][CH:19]=2)=[C:14]([CH3:28])[O:13][N:12]=1.C(=O)([O-])[O-].[Cs+].[Cs+], predict the reaction product. The product is: [CH3:10][C:11]1[C:15]([CH2:16][O:17][C:18]2[CH:19]=[CH:20][C:21]([S:24]([NH:27][C:2]3[N:7]=[CH:6][C:5]([CH2:8][CH3:9])=[CH:4][N:3]=3)(=[O:26])=[O:25])=[CH:22][CH:23]=2)=[C:14]([CH3:28])[O:13][N:12]=1. (7) Given the reactants [N+:1]([C:4]1[CH:5]=[C:6]2[C:10](=[CH:11][CH:12]=1)[NH:9][NH:8][C:7]2=[O:13])([O-:3])=[O:2].C(N(C(C)C)CC)(C)C.Br[CH2:24][CH2:25][O:26][CH:27]1[CH2:32][CH2:31][CH2:30][CH2:29][O:28]1, predict the reaction product. The product is: [N+:1]([C:4]1[CH:5]=[C:6]2[C:10](=[CH:11][CH:12]=1)[N:9]([CH2:24][CH2:25][O:26][CH:27]1[CH2:32][CH2:31][CH2:30][CH2:29][O:28]1)[NH:8][C:7]2=[O:13])([O-:3])=[O:2]. (8) Given the reactants [CH3:1][O:2][C:3]1[CH:41]=[CH:40][C:6]([CH2:7][N:8]2[C:12]3=[N:13][CH:14]=[CH:15][C:16]([O:17][C:18]4[CH:23]=[CH:22][C:21]([NH2:24])=[CH:20][C:19]=4[F:25])=[C:11]3[C:10]([N:26]3[CH2:32][CH2:31][CH2:30][N:29]([C:33]([O:35][C:36]([CH3:39])([CH3:38])[CH3:37])=[O:34])[CH2:28][CH2:27]3)=[N:9]2)=[CH:5][CH:4]=1.[F:42][C:43]1[CH:48]=[CH:47][C:46]([N:49]2[C:54](=[O:55])[C:53]([C:56](O)=[O:57])=[CH:52][CH:51]=[N:50]2)=[CH:45][CH:44]=1.Cl.C(N=C=NCCCN(C)C)C.N1(O)C2C=CC=CC=2N=N1.C(N(C(C)C)C(C)C)C, predict the reaction product. The product is: [F:25][C:19]1[CH:20]=[C:21]([NH:24][C:56]([C:53]2[C:54](=[O:55])[N:49]([C:46]3[CH:47]=[CH:48][C:43]([F:42])=[CH:44][CH:45]=3)[N:50]=[CH:51][CH:52]=2)=[O:57])[CH:22]=[CH:23][C:18]=1[O:17][C:16]1[CH:15]=[CH:14][N:13]=[C:12]2[N:8]([CH2:7][C:6]3[CH:5]=[CH:4][C:3]([O:2][CH3:1])=[CH:41][CH:40]=3)[N:9]=[C:10]([N:26]3[CH2:32][CH2:31][CH2:30][N:29]([C:33]([O:35][C:36]([CH3:38])([CH3:37])[CH3:39])=[O:34])[CH2:28][CH2:27]3)[C:11]=12. (9) Given the reactants [OH-].[Na+].C1COCC1.[C:8]1([C:38]2[CH:43]=[CH:42][CH:41]=[CH:40][CH:39]=2)[CH:13]=[CH:12][C:11]([NH:14][CH2:15][C:16]2[CH:21]=[CH:20][CH:19]=[CH:18][C:17]=2[C:22]2[CH:23]=[CH:24][C:25]([C:28]([NH:30][CH2:31][CH2:32][C:33]([O:35]CC)=[O:34])=[O:29])=[N:26][CH:27]=2)=[CH:10][CH:9]=1, predict the reaction product. The product is: [C:8]1([C:38]2[CH:39]=[CH:40][CH:41]=[CH:42][CH:43]=2)[CH:9]=[CH:10][C:11]([NH:14][CH2:15][C:16]2[CH:21]=[CH:20][CH:19]=[CH:18][C:17]=2[C:22]2[CH:23]=[CH:24][C:25]([C:28]([NH:30][CH2:31][CH2:32][C:33]([OH:35])=[O:34])=[O:29])=[N:26][CH:27]=2)=[CH:12][CH:13]=1.